From a dataset of Full USPTO retrosynthesis dataset with 1.9M reactions from patents (1976-2016). Predict the reactants needed to synthesize the given product. Given the product [CH3:3][CH:2]1[CH2:1][C:4]2=[C:5]([C:6]([O:8][CH3:9])=[O:7])[CH:10]=[CH:11][C:12]([N+:15]([O-:17])=[O:16])=[C:13]2[O:14]1, predict the reactants needed to synthesize it. The reactants are: [CH2:1]([C:4]1[C:13]([OH:14])=[C:12]([N+:15]([O-:17])=[O:16])[CH:11]=[CH:10][C:5]=1[C:6]([O:8][CH3:9])=[O:7])[CH:2]=[CH2:3].C1(C)C=CC(S(O)(=O)=O)=CC=1.C(=O)(O)[O-].[Na+].